Dataset: Peptide-MHC class I binding affinity with 185,985 pairs from IEDB/IMGT. Task: Regression. Given a peptide amino acid sequence and an MHC pseudo amino acid sequence, predict their binding affinity value. This is MHC class I binding data. The MHC is HLA-A11:01 with pseudo-sequence HLA-A11:01. The binding affinity (normalized) is 0.0847. The peptide sequence is GLAGLQTDV.